The task is: Predict the reactants needed to synthesize the given product.. This data is from Full USPTO retrosynthesis dataset with 1.9M reactions from patents (1976-2016). (1) Given the product [CH2:17]([O:30][C:25]1[CH:26]=[CH:27][C:6]([F:11])=[C:7]([OH:10])[CH:24]=1)[CH3:18], predict the reactants needed to synthesize it. The reactants are: C(OC1C=C[C:7]([OH:10])=[C:6]([F:11])C=1)C.CN(C)CCN(C)[CH2:17][CH2:18]N(C)C.[CH2:24]([Li])[CH2:25][CH2:26][CH3:27].B(OC)(OC)[O:30]C.OO.S([O-])([O-])=O.[Na+].[Na+]. (2) The reactants are: [NH:1]1[C:5]2=[N:6][CH:7]=[CH:8][CH:9]=[C:4]2[C:3]([C:10]2[N:11]=[C:12]([NH2:15])[S:13][CH:14]=2)=[CH:2]1.N1C2C(=CC=CN=2)C=[CH:17]1.[Al+3].[Cl-].[Cl-].[Cl-].BrC(C)C(Br)=O.NC(N)=S. Given the product [CH3:17][C:14]1[S:13][C:12]([NH2:15])=[N:11][C:10]=1[C:3]1[C:4]2[C:5](=[N:6][CH:7]=[CH:8][CH:9]=2)[NH:1][CH:2]=1, predict the reactants needed to synthesize it.